Dataset: Full USPTO retrosynthesis dataset with 1.9M reactions from patents (1976-2016). Task: Predict the reactants needed to synthesize the given product. (1) Given the product [CH2:37]([O:36][C:34](=[O:35])[NH:22][C:21]1[CH:23]=[CH:24][CH:25]=[C:19]([N:16]2[CH2:15][CH2:14][N:13]([CH2:12][CH2:11][CH:8]3[CH2:7][CH2:6][C:5]4([O:4][CH2:3][CH2:2][O:1]4)[CH2:10][CH2:9]3)[CH2:18][CH2:17]2)[CH:20]=1)[CH3:38], predict the reactants needed to synthesize it. The reactants are: [O:1]1[C:5]2([CH2:10][CH2:9][CH:8]([CH2:11][CH2:12][N:13]3[CH2:18][CH2:17][N:16]([C:19]4[CH:20]=[C:21]([CH:23]=[CH:24][CH:25]=4)[NH2:22])[CH2:15][CH2:14]3)[CH2:7][CH2:6]2)[O:4][CH2:3][CH2:2]1.C(N(CC)CC)C.Cl[C:34]([O:36][CH2:37][CH3:38])=[O:35]. (2) Given the product [OH:29][C:23]([C:25]([F:28])([F:27])[F:26])=[O:24].[OH:29][C:23]([C:25]([F:28])([F:27])[F:26])=[O:24].[N:18]1[CH:19]=[CH:20][CH:21]=[CH:22][C:17]=1[CH2:16][CH2:15][CH2:14][CH:11]1[CH2:12][CH2:13][NH:8][CH2:9][CH2:10]1, predict the reactants needed to synthesize it. The reactants are: C(OC([N:8]1[CH2:13][CH2:12][CH:11]([CH2:14][CH2:15][CH2:16][C:17]2[CH:22]=[CH:21][CH:20]=[CH:19][N:18]=2)[CH2:10][CH2:9]1)=O)(C)(C)C.[C:23]([OH:29])([C:25]([F:28])([F:27])[F:26])=[O:24]. (3) Given the product [CH3:21][C:22]1[CH:23]=[CH:24][C:25](=[O:28])[N:26]([C:2]2[CH:20]=[CH:19][C:5]3[N:6]=[C:7]([C@H:9]4[CH2:10][C@H:11]([N:13]5[CH2:14][CH2:18][CH2:15][CH2:16][CH2:17]5)[CH2:12]4)[S:8][C:4]=3[CH:3]=2)[N:27]=1, predict the reactants needed to synthesize it. The reactants are: Br[C:2]1[CH:20]=[CH:19][C:5]2[N:6]=[C:7]([C@H:9]3[CH2:12][C@H:11]([N:13]4[CH2:17][CH2:16][CH2:15][C@H:14]4[CH3:18])[CH2:10]3)[S:8][C:4]=2[CH:3]=1.[CH3:21][C:22]1[CH:23]=[CH:24][C:25](=[O:28])[NH:26][N:27]=1.N1NC(=O)C=CC=1. (4) Given the product [Cl:1][C:2]1[C:3]([S:32]([NH:34][C:35](=[O:36])[O:37][C:38]([CH3:41])([CH3:40])[CH3:39])=[O:33])=[N:4][CH:5]=[C:6]([C:17]([N:19]2[CH2:24][CH2:23][CH:22]([C:25]3[CH:26]=[CH:27][C:28]([F:31])=[CH:29][CH:30]=3)[CH2:21][CH2:20]2)=[O:18])[C:7]=1[NH:8][C:9]1[CH:14]=[CH:13][C:12]([F:15])=[CH:11][C:10]=1[CH3:16], predict the reactants needed to synthesize it. The reactants are: [Cl:1][C:2]1[C:3]([S:32]([NH2:34])=[O:33])=[N:4][CH:5]=[C:6]([C:17]([N:19]2[CH2:24][CH2:23][CH:22]([C:25]3[CH:30]=[CH:29][C:28]([F:31])=[CH:27][CH:26]=3)[CH2:21][CH2:20]2)=[O:18])[C:7]=1[NH:8][C:9]1[CH:14]=[CH:13][C:12]([F:15])=[CH:11][C:10]=1[CH3:16].[C:35](O[C:35]([O:37][C:38]([CH3:41])([CH3:40])[CH3:39])=[O:36])([O:37][C:38]([CH3:41])([CH3:40])[CH3:39])=[O:36]. (5) Given the product [F:37][CH:2]([F:1])[O:3][C:4]1[CH:13]=[CH:12][CH:11]=[C:10]2[C:5]=1[C:6]1[CH:31]=[CH:30][C:29]([NH:32][S:33]([CH3:36])(=[O:35])=[O:34])=[CH:28][C:7]=1[CH:8]([C:14]1[CH:15]=[C:16]([CH2:20][CH2:21][CH2:22][C:23]([OH:25])=[O:24])[CH:17]=[CH:18][CH:19]=1)[O:9]2, predict the reactants needed to synthesize it. The reactants are: [F:1][CH:2]([F:37])[O:3][C:4]1[CH:13]=[CH:12][CH:11]=[C:10]2[C:5]=1[C:6]1[CH:31]=[CH:30][C:29]([NH:32][S:33]([CH3:36])(=[O:35])=[O:34])=[CH:28][C:7]=1[CH:8]([C:14]1[CH:15]=[C:16]([CH2:20][CH2:21][CH2:22][C:23]([O:25]CC)=[O:24])[CH:17]=[CH:18][CH:19]=1)[O:9]2.[Li+].[OH-].Cl. (6) Given the product [Br:1][C:2]1[CH:3]=[C:4]([CH:8]2[C:9]([CH3:10])([CH3:11])[O:12][C:24]([NH:23][CH:17]3[CH2:22][CH2:21][CH2:20][CH2:19][CH2:18]3)=[N:16][S:13]2(=[O:14])=[O:15])[CH:5]=[CH:6][CH:7]=1, predict the reactants needed to synthesize it. The reactants are: [Br:1][C:2]1[CH:3]=[C:4]([CH:8]([S:13]([NH2:16])(=[O:15])=[O:14])[C:9]([OH:12])([CH3:11])[CH3:10])[CH:5]=[CH:6][CH:7]=1.[CH:17]1([N:23]=[C:24]=S)[CH2:22][CH2:21][CH2:20][CH2:19][CH2:18]1.C[Si]([N-][Si](C)(C)C)(C)C.[Na+].BrN1C(=O)CCC1=O. (7) Given the product [C:1]([C:5]1[NH:9][N:8]=[C:7]([C:10]([F:12])([F:13])[F:11])[C:6]=1[Cl:21])([CH3:4])([CH3:2])[CH3:3], predict the reactants needed to synthesize it. The reactants are: [C:1]([C:5]1[NH:9][N:8]=[C:7]([C:10]([F:13])([F:12])[F:11])[CH:6]=1)([CH3:4])([CH3:3])[CH3:2].C1C(=O)N([Cl:21])C(=O)C1. (8) Given the product [CH:1]([C@H:4]([CH2:8]/[CH:9]=[CH:10]/[CH2:11][C@H:12]([CH2:16][C:17]1[CH:22]=[CH:21][C:20]([O:23][CH3:24])=[C:19]([O:25][CH2:26][CH2:27][CH2:28][O:29][CH3:30])[CH:18]=1)[CH:13]([CH3:15])[CH3:14])[C:5]([OH:7])=[O:6])([CH3:2])[CH3:3], predict the reactants needed to synthesize it. The reactants are: [CH:1]([C@H:4]([CH2:8]/[CH:9]=[CH:10]/[CH2:11][C@H:12]([C:16](=O)[C:17]1[CH:22]=[CH:21][C:20]([O:23][CH3:24])=[C:19]([O:25][CH2:26][CH2:27][CH2:28][O:29][CH3:30])[CH:18]=1)[CH:13]([CH3:15])[CH3:14])[C:5]([OH:7])=[O:6])([CH3:3])[CH3:2].C([SiH](CC)CC)C.B(F)(F)F.CCOCC.O. (9) Given the product [C:15]([NH:1][C:2]1[N:11]=[CH:10][C:9]2[C:4](=[CH:5][C:6]([O:13][CH3:14])=[C:7]([Br:12])[CH:8]=2)[N:3]=1)(=[O:17])[CH3:16], predict the reactants needed to synthesize it. The reactants are: [NH2:1][C:2]1[N:11]=[CH:10][C:9]2[C:4](=[CH:5][C:6]([O:13][CH3:14])=[C:7]([Br:12])[CH:8]=2)[N:3]=1.[C:15](OC(=O)C)(=[O:17])[CH3:16].O. (10) The reactants are: Br[C:2]1[CH:3]=[C:4]2[C:9](=[CH:10][C:11]=1[Cl:12])[N:8]=[CH:7][N:6]=[C:5]2[N:13]1[CH2:18][CH2:17][N:16]([C:19]([O:21][C:22]([CH3:25])([CH3:24])[CH3:23])=[O:20])[CH2:15][CH2:14]1.[Cl:26][C:27]1[CH:32]=[CH:31][C:30](B(O)O)=[CH:29][CH:28]=1. Given the product [Cl:12][C:11]1[CH:10]=[C:9]2[C:4]([C:5]([N:13]3[CH2:18][CH2:17][N:16]([C:19]([O:21][C:22]([CH3:25])([CH3:24])[CH3:23])=[O:20])[CH2:15][CH2:14]3)=[N:6][CH:7]=[N:8]2)=[CH:3][C:2]=1[C:30]1[CH:31]=[CH:32][C:27]([Cl:26])=[CH:28][CH:29]=1, predict the reactants needed to synthesize it.